This data is from Peptide-MHC class II binding affinity with 134,281 pairs from IEDB. The task is: Regression. Given a peptide amino acid sequence and an MHC pseudo amino acid sequence, predict their binding affinity value. This is MHC class II binding data. (1) The peptide sequence is TSSDDQITLIKTPSL. The MHC is H-2-IAb with pseudo-sequence H-2-IAb. The binding affinity (normalized) is 0. (2) The peptide sequence is LTKKGNVWEVKSSKP. The MHC is HLA-DQA10301-DQB10302 with pseudo-sequence HLA-DQA10301-DQB10302. The binding affinity (normalized) is 0.125. (3) The peptide sequence is IFMTATPPGTADAFP. The MHC is DRB1_1302 with pseudo-sequence DRB1_1302. The binding affinity (normalized) is 0.121. (4) The peptide sequence is EMPSEEGYQDYEPEA. The MHC is DRB1_1501 with pseudo-sequence DRB1_1501. The binding affinity (normalized) is 0.0267. (5) The peptide sequence is GLVHVANNNYDPWTI. The MHC is HLA-DQA10501-DQB10301 with pseudo-sequence HLA-DQA10501-DQB10301. The binding affinity (normalized) is 0.389.